From a dataset of Human Reference Interactome with 51,813 positive PPI pairs across 8,248 proteins, plus equal number of experimentally-validated negative pairs. Binary Classification. Given two protein amino acid sequences, predict whether they physically interact or not. (1) Protein 1 (ENSG00000133983) has sequence MFAPAVMRAFRKNKTLGYGVPMLLLIVGGSFGLREFSQIRYDAVKSKMDPELEKKLKENKISLESEYEKIKDSKFDDWKNIRGPRPWEDPDLLQGRNPESLKTKTT*MDPELEKKLKENKISLESEYEKIKDSKFDDWKNIRGPRPWEDPDLLQGRNPESL. Protein 2 (ENSG00000168924) has sequence MASILLRSCRGRAPARLPPPPRYTVPRGSPGDPAHLSCASTLGLRNCLNVPFGCCTPIHPVYTSSRGDHLGCWALRPECLRIVSRAPWTSTSVGFVAVGPQCLPVRGWHSSRPVRDDSVVEKSLKSLKDKNKKLEEGGPVYSPPAEVVVKKSLGQRVLDELKHYYHGFRLLWIDTKIAARMLWRILNGHSLTRRERRQFLRICADLFRLVPFLVFVVVPFMEFLLPVAVKLFPNMLPSTFETQSLKEERLKKELRVKLELAKFLQDTIEEMALKNKAAKGSATKDFSVFFQKIRETGERP.... Result: 0 (the proteins do not interact). (2) Protein 1 (ENSG00000185515) has sequence MAVQVVQAVQAVHLESDAFLVCLNHALSTEKEEVMGLCIGELNDDTRSDSKFAYTGTEMRTVAEKVDAVRIVHIHSVIILRRSDKRKDRVEISPEQLSAASTEAERLAELTGRPMRVVGWYHSHPHITVWPSHVDVRTQAMYQMMDQGFVGLIFSCFIEDKNTKTGRVLYTCFQSIQAQKSSEYERIEIPIHIVPHVTIGKVCLESAVELPKILCQEEQDAYRRIHSLTHLDSVTKIHNGSVFTKNLCSQMSAVSGPLLQWLEDRLEQNQQHLQELQQEKEELMQELSSLE*MAVQVVQA.... Protein 2 (ENSG00000204103) has sequence MAAELSMGPELPTSPLAMEYVNDFDLLKFDVKKEPLGRAERPGRPCTRLQPAGSVSSTPLSTPCSSVPSSPSFSPTEQKTHLEDLYWMASNYQQMNPEALNLTPEDAVEALIGSHPVPQPLQSFDSFRGAHHHHHHHHPHPHHAYPGAGVAHDELGPHAHPHHHHHHQASPPPSSAASPAQQLPTSHPGPGPHATASATAAGGNGSVEDRFSDDQLVSMSVRELNRHLRGFTKDEVIRLKQKRRTLKNRGYAQSCRYKRVQQKHHLENEKTQLIQQVEQLKQEVSRLARERDAYKVKCEK.... Result: 0 (the proteins do not interact). (3) Protein 1 (ENSG00000156076) has sequence MARRSAFPAAALWLWSILLCLLALRAEAGPPQEESLYLWIDAHQARVLIGFEEDILIVSEGKMAPFTHDFRKAQQRMPAIPVNIHSMNFTWQAAGQAEYFYEFLSLRSLDKGIMADPTVNVPLLGTVPHKASVVQVGFPCLGKQDGVAAFEVDVIVMNSEGNTILQTPQNAIFFKTCQQAECPGGCRNGGFCNERRICECPDGFHGPHCEKALCTPRCMNGGLCVTPGFCICPPGFYGVNCDKANCSTTCFNGGTCFYPGKCICPPGLEGEQCEISKCPQPCRNGGKCIGKSKCKCSKGY.... Protein 2 (ENSG00000237190) has sequence MVGGEAAAAVEELVSGVRQAADFAEQFRSYSESEKQWKARMEFILRHLPDYRDPPDGSGRLDQLLSLSMVWANHLFLGCSPRGPK*MVGGEAAAAVEELVSGVRQAADFAEQFRSYSESEKQWKARMEFILRHLPDYRDPPDGSGRLDQLLSLSMVWANHLFLGCSYNKDLLDKVMEMADGIEVEDLPQFTTRSELMKKHQS*. Result: 0 (the proteins do not interact). (4) Protein 1 (ENSG00000106080) has sequence MRLFLWNAVLTLFVTSLIGALIPEPEVKIEVLQKPFICHRKTKGGDLMLVHYEGYLEKDGSLFHSTHKHNNGQPIWFTLGILEALKGWDQGLKGMCVGEKRKLIIPPALGYGKEGKGKIPPESTLIFNIDLLEIRNGPRSHESFQEMDLNDDWKLSKDEVKAYLKKEFEKHGAVVNESHHDALVEDIFDKEDEDKDGFISAREFTYKHDEL*XVLQKPFICHRKTKGGDLMLVHYEGYLEKDGSLFHSTHKHNNGQPIWFTLGILEALKGWDQGLKGMCVGEKRKLIIPPALGYGKEGKV.... Protein 2 (ENSG00000149256) has sequence MDVKERKPYRSLTRRRDAERRYTSSSADSEEGKAPQKSYSSSETLKAYDQDARLAYGSRVKDIVPQEAEEFCRTGANFTLRELGLEEVTPPHGTLYRTDIGLPHCGYSMGAGSDADMEADTVLSPEHPVRLWGRSTRSGRSSCLSSRANSNLTLTDTEHENTETDHPGGLQNHARLRTPPPPLSHAHTPNQHHAASINSLNRGNFTPRSNPSPAPTDHSLSGEPPAGGAQEPAHAQENWLLNSNIPLETRNLGKQPFLGTLQDNLIEMDILGASRHDGAYSDGHFLFKPGGTSPLFCTTS.... Result: 0 (the proteins do not interact).